This data is from Catalyst prediction with 721,799 reactions and 888 catalyst types from USPTO. The task is: Predict which catalyst facilitates the given reaction. Reactant: [Cl:1][C:2]1[CH:28]=[C:27]([Cl:29])[CH:26]=[CH:25][C:3]=1[C:4]([NH:6][C:7]1[CH:12]=[C:11]([O:13][CH2:14][CH2:15][O:16][CH3:17])[CH:10]=[CH:9][C:8]=1/[CH:18]=[CH:19]/[C:20]([O:22]CC)=[O:21])=[O:5].[OH-].[Na+]. Product: [Cl:1][C:2]1[CH:28]=[C:27]([Cl:29])[CH:26]=[CH:25][C:3]=1[C:4]([NH:6][C:7]1[CH:12]=[C:11]([O:13][CH2:14][CH2:15][O:16][CH3:17])[CH:10]=[CH:9][C:8]=1/[CH:18]=[CH:19]/[C:20]([OH:22])=[O:21])=[O:5]. The catalyst class is: 214.